This data is from NCI-60 drug combinations with 297,098 pairs across 59 cell lines. The task is: Regression. Given two drug SMILES strings and cell line genomic features, predict the synergy score measuring deviation from expected non-interaction effect. (1) Drug 1: C1CN1C2=NC(=NC(=N2)N3CC3)N4CC4. Drug 2: COC1=C2C(=CC3=C1OC=C3)C=CC(=O)O2. Cell line: MALME-3M. Synergy scores: CSS=17.7, Synergy_ZIP=1.40, Synergy_Bliss=-2.25, Synergy_Loewe=-11.0, Synergy_HSA=-2.74. (2) Drug 1: C1CC(=O)NC(=O)C1N2CC3=C(C2=O)C=CC=C3N. Drug 2: C1=NC2=C(N1)C(=S)N=C(N2)N. Cell line: SR. Synergy scores: CSS=35.3, Synergy_ZIP=-3.47, Synergy_Bliss=-5.18, Synergy_Loewe=-5.39, Synergy_HSA=-2.38. (3) Drug 2: CC1=C(C(=O)C2=C(C1=O)N3CC4C(C3(C2COC(=O)N)OC)N4)N. Cell line: NCIH23. Synergy scores: CSS=35.2, Synergy_ZIP=-5.65, Synergy_Bliss=-7.65, Synergy_Loewe=-22.0, Synergy_HSA=-7.38. Drug 1: CC12CCC(CC1=CCC3C2CCC4(C3CC=C4C5=CN=CC=C5)C)O. (4) Drug 1: CC12CCC(CC1=CCC3C2CCC4(C3CC=C4C5=CN=CC=C5)C)O. Drug 2: C1CC(=O)NC(=O)C1N2CC3=C(C2=O)C=CC=C3N. Cell line: HT29. Synergy scores: CSS=12.4, Synergy_ZIP=-3.81, Synergy_Bliss=-3.13, Synergy_Loewe=-7.14, Synergy_HSA=-2.94. (5) Drug 1: CCC1=C2CN3C(=CC4=C(C3=O)COC(=O)C4(CC)O)C2=NC5=C1C=C(C=C5)O. Drug 2: C1CN(P(=O)(OC1)NCCCl)CCCl. Cell line: MCF7. Synergy scores: CSS=11.0, Synergy_ZIP=-2.14, Synergy_Bliss=0.117, Synergy_Loewe=-8.82, Synergy_HSA=-1.12. (6) Drug 1: CC1=C(N=C(N=C1N)C(CC(=O)N)NCC(C(=O)N)N)C(=O)NC(C(C2=CN=CN2)OC3C(C(C(C(O3)CO)O)O)OC4C(C(C(C(O4)CO)O)OC(=O)N)O)C(=O)NC(C)C(C(C)C(=O)NC(C(C)O)C(=O)NCCC5=NC(=CS5)C6=NC(=CS6)C(=O)NCCC[S+](C)C)O. Drug 2: CN1C2=C(C=C(C=C2)N(CCCl)CCCl)N=C1CCCC(=O)O.Cl. Cell line: EKVX. Synergy scores: CSS=9.21, Synergy_ZIP=-1.70, Synergy_Bliss=3.14, Synergy_Loewe=0.242, Synergy_HSA=3.84. (7) Drug 1: C1C(C(OC1N2C=C(C(=O)NC2=O)F)CO)O. Drug 2: C1C(C(OC1N2C=NC(=NC2=O)N)CO)O. Synergy scores: CSS=9.20, Synergy_ZIP=3.10, Synergy_Bliss=3.23, Synergy_Loewe=-0.188, Synergy_HSA=1.99. Cell line: HOP-62.